From a dataset of Full USPTO retrosynthesis dataset with 1.9M reactions from patents (1976-2016). Predict the reactants needed to synthesize the given product. (1) Given the product [F:40][C:36]1[CH:35]=[C:34]([NH:33][C:31](=[O:32])[CH2:30][C:28]2[NH:27][N:26]=[C:25]([NH:24][C:18]3[C:17]4[C:22](=[CH:23][C:14]([O:13][CH2:12][CH2:11][CH2:10][N:5]([CH2:6][CH2:7][OH:8])[CH2:4][CH2:3][O:2][CH3:1])=[CH:15][CH:16]=4)[N:21]=[CH:20][N:19]=3)[CH:29]=2)[CH:39]=[CH:38][CH:37]=1, predict the reactants needed to synthesize it. The reactants are: [CH3:1][O:2][CH2:3][CH2:4][NH:5][CH2:6][CH2:7][OH:8].Cl[CH2:10][CH2:11][CH2:12][O:13][C:14]1[CH:23]=[C:22]2[C:17]([C:18]([NH:24][C:25]3[CH:29]=[C:28]([CH2:30][C:31]([NH:33][C:34]4[CH:39]=[CH:38][CH:37]=[C:36]([F:40])[CH:35]=4)=[O:32])[NH:27][N:26]=3)=[N:19][CH:20]=[N:21]2)=[CH:16][CH:15]=1.[I-].[K+]. (2) Given the product [C:38]([C:36]1[NH:37][C:33](=[O:32])[N:34]([CH:40]2[CH2:45][CH2:44][N:43]([C:47]([NH:1][C@@H:2]3[N:8]=[C:7]([C:9]4[CH:10]=[CH:11][CH:12]=[CH:13][CH:14]=4)[C:6]4[CH:15]=[CH:16][CH:17]=[CH:18][C:5]=4[N:4]([CH2:19][C:20]([F:21])([F:23])[F:22])[C:3]3=[O:24])=[O:46])[CH2:42][CH2:41]2)[CH:35]=1)#[N:39], predict the reactants needed to synthesize it. The reactants are: [NH2:1][C@@H:2]1[N:8]=[C:7]([C:9]2[CH:14]=[CH:13][CH:12]=[CH:11][CH:10]=2)[C:6]2[CH:15]=[CH:16][CH:17]=[CH:18][C:5]=2[N:4]([CH2:19][C:20]([F:23])([F:22])[F:21])[C:3]1=[O:24].C(N(CC)CC)C.[O:32]=[C:33]1[NH:37][C:36]([C:38]#[N:39])=[CH:35][N:34]1[CH:40]1[CH2:45][CH2:44][NH:43][CH2:42][CH2:41]1.[O:46]1CCC[CH2:47]1.